The task is: Predict the reactants needed to synthesize the given product.. This data is from Full USPTO retrosynthesis dataset with 1.9M reactions from patents (1976-2016). (1) Given the product [F:49][C:46]([F:47])([F:48])[C:44]1[CH:43]=[C:5]([CH:4]=[C:3]([C:2]([F:1])([F:50])[F:51])[CH:45]=1)[CH2:6][N:7]([CH2:20][C:21]1[CH:26]=[C:25]([C:27]([F:29])([F:30])[F:28])[CH:24]=[CH:23][C:22]=1[N:31]([CH2:41][CH3:42])[C:32]1[O:33][CH2:34][C@@H:35]([C:37]([OH:39])=[O:38])[N:36]=1)[C:8]1[N:13]=[CH:12][C:11]([N:14]2[CH2:15][CH2:16][O:17][CH2:18][CH2:19]2)=[CH:10][N:9]=1, predict the reactants needed to synthesize it. The reactants are: [F:1][C:2]([F:51])([F:50])[C:3]1[CH:4]=[C:5]([CH:43]=[C:44]([C:46]([F:49])([F:48])[F:47])[CH:45]=1)[CH2:6][N:7]([CH2:20][C:21]1[CH:26]=[C:25]([C:27]([F:30])([F:29])[F:28])[CH:24]=[CH:23][C:22]=1[N:31]([CH2:41][CH3:42])[C:32]1[O:33][CH2:34][C@@H:35]([C:37]([O:39]C)=[O:38])[N:36]=1)[C:8]1[N:13]=[CH:12][C:11]([N:14]2[CH2:19][CH2:18][O:17][CH2:16][CH2:15]2)=[CH:10][N:9]=1.[OH-].[Na+].Cl.C(OCC)(=O)C. (2) Given the product [CH3:16][N:17]([CH3:18])[CH2:2][C:3]([NH:5][C:6]1[CH:7]=[CH:8][CH:9]=[C:10]2[C:15]=1[N:14]=[CH:13][CH:12]=[CH:11]2)=[O:4], predict the reactants needed to synthesize it. The reactants are: Br[CH2:2][C:3]([NH:5][C:6]1[CH:7]=[CH:8][CH:9]=[C:10]2[C:15]=1[N:14]=[CH:13][CH:12]=[CH:11]2)=[O:4].[CH3:16][NH:17][CH3:18].O. (3) Given the product [C:1]([NH:4][C:5]1[CH:14]=[C:13]([C:25]2[CH:30]=[CH:29][N:28]3[N:31]=[CH:32][CH:33]=[C:27]3[N:26]=2)[CH:12]=[CH:11][C:6]=1[C:7]([O:9][CH3:10])=[O:8])(=[O:3])[CH3:2], predict the reactants needed to synthesize it. The reactants are: [C:1]([NH:4][C:5]1[CH:14]=[C:13](B2OC(C)(C)C(C)(C)O2)[CH:12]=[CH:11][C:6]=1[C:7]([O:9][CH3:10])=[O:8])(=[O:3])[CH3:2].Cl[C:25]1[CH:30]=[CH:29][N:28]2[N:31]=[CH:32][CH:33]=[C:27]2[N:26]=1.[O-]P([O-])([O-])=O.[K+].[K+].[K+]. (4) Given the product [CH:1]1([N:4]2[C:13]3[C:8](=[CH:9][C:10]([F:20])=[C:11]([N:14]4[CH2:19][CH2:18][NH:17][CH2:16][CH2:15]4)[CH:12]=3)[C:7](=[O:21])[C:6]([C:22]([OH:24])=[O:23])=[CH:5]2)[CH2:2][CH2:3]1, predict the reactants needed to synthesize it. The reactants are: [CH:1]1([N:4]2[C:13]3[C:8](=[CH:9][C:10]([F:20])=[C:11]([N:14]4[CH2:19][CH2:18][NH:17][CH2:16][CH2:15]4)[CH:12]=3)[C:7](=[O:21])[C:6]([C:22]([O:24]CC3C=CC(OCCCCCCCCCCC4C5C(=C6C=CC=CC6=C6C=CC=CC6=5)C5C4=C4C=CC=CC4=C4C=CC=CC4=5)=CC=3)=[O:23])=[CH:5]2)[CH2:3][CH2:2]1.C(O)(C(F)(F)F)=O.C(Cl)Cl. (5) Given the product [CH:1]1([O:6][C:7]2[CH:12]=[CH:11][C:10]([F:13])=[CH:9][C:8]=2[CH2:14][CH2:15][C:16]([N:22]([CH:19]([CH3:21])[CH3:20])[NH:23][C:24](=[O:31])[C:25]2[CH:30]=[CH:29][CH:28]=[CH:27][CH:26]=2)=[O:18])[CH2:2][CH2:3][CH2:4][CH2:5]1, predict the reactants needed to synthesize it. The reactants are: [CH:1]1([O:6][C:7]2[CH:12]=[CH:11][C:10]([F:13])=[CH:9][C:8]=2[CH2:14][CH2:15][C:16]([OH:18])=O)[CH2:5][CH2:4][CH2:3][CH2:2]1.[CH:19]([NH:22][NH:23][C:24](=[O:31])[C:25]1[CH:30]=[CH:29][CH:28]=[CH:27][CH:26]=1)([CH3:21])[CH3:20].C(N(C(C)C)CC)(C)C.C1CN([P+](Br)(N2CCCC2)N2CCCC2)CC1.F[P-](F)(F)(F)(F)F. (6) The reactants are: [OH:1]/[N:2]=[CH:3]/[C:4]1[CH:5]=[C:6]2[C:11](=[CH:12][CH:13]=1)[N:10]=[CH:9][CH:8]=[CH:7]2.ClN1C(=O)CCC1=O.[Cl:22][C:23]1[CH:28]=[C:27]([C:29]([C:31]([F:34])([F:33])[F:32])=[CH2:30])[CH:26]=[C:25]([Cl:35])[CH:24]=1.[K]. Given the product [Cl:22][C:23]1[CH:28]=[C:27]([C:29]2([C:31]([F:34])([F:32])[F:33])[O:1][N:2]=[C:3]([C:4]3[CH:5]=[C:6]4[C:11](=[CH:12][CH:13]=3)[N:10]=[CH:9][CH:8]=[CH:7]4)[CH2:30]2)[CH:26]=[C:25]([Cl:35])[CH:24]=1, predict the reactants needed to synthesize it.